This data is from Forward reaction prediction with 1.9M reactions from USPTO patents (1976-2016). The task is: Predict the product of the given reaction. (1) The product is: [Cl:1][C:2]1[CH:3]=[CH:4][C:5]2[N:11]3[CH:12]=[CH:13][CH:14]=[C:10]3[C@H:9]([C:15]([CH3:30])([CH3:31])[C:16]([N:18]3[CH2:23][CH2:22][CH:21]([CH2:24][C:25]([OH:27])=[O:26])[CH2:20][CH2:19]3)=[O:17])[O:8][C@@H:7]([C:32]3[CH:37]=[CH:36][CH:35]=[C:34]([O:38][CH3:39])[C:33]=3[O:40][CH3:41])[C:6]=2[CH:42]=1. Given the reactants [Cl:1][C:2]1[CH:3]=[CH:4][C:5]2[N:11]3[CH:12]=[CH:13][CH:14]=[C:10]3[C@H:9]([C:15]([CH3:31])([CH3:30])[C:16]([N:18]3[CH2:23][CH2:22][CH:21]([CH2:24][C:25]([O:27]CC)=[O:26])[CH2:20][CH2:19]3)=[O:17])[O:8][C@@H:7]([C:32]3[CH:37]=[CH:36][CH:35]=[C:34]([O:38][CH3:39])[C:33]=3[O:40][CH3:41])[C:6]=2[CH:42]=1.C(=O)([O-])[O-].[K+].[K+], predict the reaction product. (2) Given the reactants [Br:1][C:2]1[CH:3]=[C:4]([CH2:14][N:15]2[C:19]([CH3:20])=[CH:18][C:17]([C:21]([OH:23])=O)=[N:16]2)[C:5]2[O:9][C:8]([CH:10]([CH3:12])[CH3:11])=[CH:7][C:6]=2[CH:13]=1.S(Cl)([Cl:26])=O, predict the reaction product. The product is: [Br:1][C:2]1[CH:3]=[C:4]([CH2:14][N:15]2[C:19]([CH3:20])=[CH:18][C:17]([C:21]([Cl:26])=[O:23])=[N:16]2)[C:5]2[O:9][C:8]([CH:10]([CH3:12])[CH3:11])=[CH:7][C:6]=2[CH:13]=1.